Dataset: Catalyst prediction with 721,799 reactions and 888 catalyst types from USPTO. Task: Predict which catalyst facilitates the given reaction. Reactant: [F:1][C:2]1[CH:3]=[CH:4][C:5]([C@H:9]([NH:11]C(=O)OC(C)(C)C)[CH3:10])=[N+:6]([O-:8])[CH:7]=1.Cl.O1CCOCC1. Product: [F:1][C:2]1[CH:3]=[CH:4][C:5]([C@H:9]([NH2:11])[CH3:10])=[N+:6]([O-:8])[CH:7]=1. The catalyst class is: 4.